Dataset: Catalyst prediction with 721,799 reactions and 888 catalyst types from USPTO. Task: Predict which catalyst facilitates the given reaction. (1) Reactant: [Cl:1][C:2]1[CH:3]=[CH:4][C:5]([F:9])=[C:6]([OH:8])[CH:7]=1.Cl[CH2:11][CH2:12][CH2:13][CH2:14][CH:15]([N:22]1[CH:26]=[N:25][CH:24]=[N:23]1)[C:16](=[O:21])[C:17]([CH3:20])([CH3:19])[CH3:18].C([O-])([O-])=O.[K+].[K+]. Product: [Cl:1][C:2]1[CH:3]=[CH:4][C:5]([F:9])=[C:6]([CH:7]=1)[O:8][CH2:11][CH2:12][CH2:13][CH2:14][CH:15]([N:22]1[CH:26]=[N:25][CH:24]=[N:23]1)[C:16](=[O:21])[C:17]([CH3:18])([CH3:20])[CH3:19]. The catalyst class is: 3. (2) Reactant: [C:1]([C:3]1[CH:4]=[C:5]([C:9]2(O)[CH2:14][CH2:13][N:12]([C:15]([O:17][C:18]([CH3:21])([CH3:20])[CH3:19])=[O:16])[CH2:11][CH2:10]2)[CH:6]=[CH:7][CH:8]=1)#[N:2].O=P(Cl)(Cl)Cl. Product: [C:1]([C:3]1[CH:4]=[C:5]([C:9]2[CH2:14][CH2:13][N:12]([C:15]([O:17][C:18]([CH3:21])([CH3:20])[CH3:19])=[O:16])[CH2:11][CH:10]=2)[CH:6]=[CH:7][CH:8]=1)#[N:2]. The catalyst class is: 17. (3) Product: [S:10]1[C:9]2[C:8]3[CH:11]=[CH:12][CH:13]=[CH:14][C:7]=3[S:6][C:5]=2[CH:4]=[C:3]1[CH2:2][P:15](=[O:22])([O:19][CH2:20][CH3:21])[O:16][CH2:17][CH3:18]. Reactant: Cl[CH2:2][C:3]1[S:10][C:9]2[C:8]3[CH:11]=[CH:12][CH:13]=[CH:14][C:7]=3[S:6][C:5]=2[CH:4]=1.[P:15]([O:22]CC)([O:19][CH2:20][CH3:21])[O:16][CH2:17][CH3:18]. The catalyst class is: 113. (4) Product: [N+:11]([C:7]1[CH:6]=[C:5]([C:14]2[C:18]([C:19]3[C:20]([C:25]([F:28])([F:27])[F:26])=[N:21][CH:22]=[CH:23][CH:24]=3)=[CH:17][O:16][N:15]=2)[CH:4]=[C:3]([OH:2])[C:8]=1[OH:9])([O-:13])=[O:12]. The catalyst class is: 4. Reactant: C[O:2][C:3]1[CH:4]=[C:5]([C:14]2[C:18]([C:19]3[C:20]([C:25]([F:28])([F:27])[F:26])=[N:21][CH:22]=[CH:23][CH:24]=3)=[CH:17][O:16][N:15]=2)[CH:6]=[C:7]([N+:11]([O-:13])=[O:12])[C:8]=1[O:9]C.B(Br)(Br)Br. (5) Reactant: C(OC([N:8]1[CH2:14][CH2:13][CH2:12][N:11]([CH2:15][C:16]2[NH:27][C:26]3[C:28]4[C:22]([C:23](=[O:29])[NH:24][N:25]=3)=[CH:21][CH:20]=[CH:19][C:18]=4[N:17]=2)[CH2:10][CH2:9]1)=O)(C)(C)C.C(O)(C(F)(F)F)=O. Product: [N:11]1([CH2:15][C:16]2[NH:27][C:26]3[C:28]4[C:22]([C:23](=[O:29])[NH:24][N:25]=3)=[CH:21][CH:20]=[CH:19][C:18]=4[N:17]=2)[CH2:12][CH2:13][CH2:14][NH:8][CH2:9][CH2:10]1. The catalyst class is: 2. (6) Reactant: C([O:8][C:9]1[C:10]([O:36][CH:37]2[CH2:41][CH2:40][CH2:39][CH2:38]2)=[CH:11][C:12]([CH2:15][O:16][C:17]([C:30]2[CH:35]=[CH:34][CH:33]=[CH:32][CH:31]=2)([C:24]2[CH:29]=[CH:28][CH:27]=[CH:26][CH:25]=2)[C:18]2[CH:23]=[CH:22][CH:21]=[CH:20][CH:19]=2)=[N:13][CH:14]=1)C1C=CC=CC=1. Product: [CH:37]1([O:36][C:10]2[C:9]([OH:8])=[CH:14][N:13]=[C:12]([CH2:15][O:16][C:17]([C:30]3[CH:31]=[CH:32][CH:33]=[CH:34][CH:35]=3)([C:18]3[CH:19]=[CH:20][CH:21]=[CH:22][CH:23]=3)[C:24]3[CH:29]=[CH:28][CH:27]=[CH:26][CH:25]=3)[CH:11]=2)[CH2:38][CH2:39][CH2:40][CH2:41]1. The catalyst class is: 63. (7) Reactant: [F:1][C:2]([F:8])([CH:5]([F:7])[F:6])[CH2:3][OH:4].N1C=CC=CC=1.C(=O)=O.[CH2:18]([O:20][C:21](Cl)=[O:22])[CH3:19]. Product: [C:21](=[O:22])([O:4][CH2:3][C:2]([F:8])([F:1])[CH:5]([F:7])[F:6])[O:20][CH2:18][CH3:19]. The catalyst class is: 310.